Task: Predict the product of the given reaction.. Dataset: Forward reaction prediction with 1.9M reactions from USPTO patents (1976-2016) Given the reactants [C:1]([CH2:3][C:4]([NH2:6])=[O:5])#[N:2].[H-].[Na+].[CH:9]1([C:12](=NN(C)C)[C:13](=[CH:17]N(C)C)[C:14](=O)[CH3:15])[CH2:11][CH2:10]1.Cl.CN(C=[O:30])C, predict the reaction product. The product is: [CH:9]1([C:12]([C:13]2[CH:17]=[C:3]([C:1]#[N:2])[C:4](=[O:5])[NH:6][C:14]=2[CH3:15])=[O:30])[CH2:11][CH2:10]1.